From a dataset of Peptide-MHC class I binding affinity with 185,985 pairs from IEDB/IMGT. Regression. Given a peptide amino acid sequence and an MHC pseudo amino acid sequence, predict their binding affinity value. This is MHC class I binding data. (1) The peptide sequence is KGMKIQHFK. The MHC is HLA-A80:01 with pseudo-sequence HLA-A80:01. The binding affinity (normalized) is 0.0847. (2) The peptide sequence is AYHPQQFIY. The MHC is HLA-B37:01 with pseudo-sequence HLA-B37:01. The binding affinity (normalized) is 0.